Regression/Classification. Given a drug SMILES string, predict its toxicity properties. Task type varies by dataset: regression for continuous values (e.g., LD50, hERG inhibition percentage) or binary classification for toxic/non-toxic outcomes (e.g., AMES mutagenicity, cardiotoxicity, hepatotoxicity). Dataset: herg_karim. From a dataset of hERG potassium channel inhibition data for cardiac toxicity prediction from Karim et al.. (1) The drug is NC1=N[C@@]2(CO1)c1cc(-c3cccnc3F)ccc1Oc1c2cc(-c2ccc(F)nc2)nc1F. The result is 0 (non-blocker). (2) The compound is CC(=O)c1cccc(NC(=O)N[C@@H]2CCCC[C@H]2CN2CCC[C@@H](Cc3ccc(F)cc3)C2)c1. The result is 1 (blocker).